From a dataset of TCR-epitope binding with 47,182 pairs between 192 epitopes and 23,139 TCRs. Binary Classification. Given a T-cell receptor sequence (or CDR3 region) and an epitope sequence, predict whether binding occurs between them. (1) The epitope is PKYVKQNTLKLAT. The TCR CDR3 sequence is CASSLGGLAGDSYEQYF. Result: 0 (the TCR does not bind to the epitope). (2) The epitope is TEILPVSMTK. The TCR CDR3 sequence is CASSKGTGAPYEQYF. Result: 1 (the TCR binds to the epitope). (3) The epitope is FPRPWLHGL. The TCR CDR3 sequence is CASSQEGGPAEQFF. Result: 1 (the TCR binds to the epitope). (4) The epitope is KTSVDCTMYI. The TCR CDR3 sequence is CASSELGYNEQFF. Result: 1 (the TCR binds to the epitope). (5) The epitope is AYILFTRFFYV. The TCR CDR3 sequence is CASSSDSEAFF. Result: 1 (the TCR binds to the epitope). (6) The epitope is QASQEVKNW. The TCR CDR3 sequence is CASSSQGHGRAQHF. Result: 1 (the TCR binds to the epitope). (7) The epitope is ILHCANFNV. The TCR CDR3 sequence is CASSDFRDTTYEQYF. Result: 1 (the TCR binds to the epitope). (8) The epitope is YSEHPTFTSQY. The TCR CDR3 sequence is CSADIQGAIGETQYF. Result: 1 (the TCR binds to the epitope). (9) The epitope is TLDSKTQSL. The TCR CDR3 sequence is CASSTPDRAVSTGELFF. Result: 1 (the TCR binds to the epitope). (10) The epitope is GMFNMLSTVLGVS. The TCR CDR3 sequence is CASSVVGAGTDTQYF. Result: 1 (the TCR binds to the epitope).